Task: Regression. Given two drug SMILES strings and cell line genomic features, predict the synergy score measuring deviation from expected non-interaction effect.. Dataset: NCI-60 drug combinations with 297,098 pairs across 59 cell lines (1) Drug 1: C(=O)(N)NO. Drug 2: CC1CCC2CC(C(=CC=CC=CC(CC(C(=O)C(C(C(=CC(C(=O)CC(OC(=O)C3CCCCN3C(=O)C(=O)C1(O2)O)C(C)CC4CCC(C(C4)OC)O)C)C)O)OC)C)C)C)OC. Cell line: RXF 393. Synergy scores: CSS=4.71, Synergy_ZIP=3.98, Synergy_Bliss=1.20, Synergy_Loewe=-1.03, Synergy_HSA=1.19. (2) Drug 1: CC1=C2C(C(=O)C3(C(CC4C(C3C(C(C2(C)C)(CC1OC(=O)C(C(C5=CC=CC=C5)NC(=O)OC(C)(C)C)O)O)OC(=O)C6=CC=CC=C6)(CO4)OC(=O)C)OC)C)OC. Drug 2: CCC(=C(C1=CC=CC=C1)C2=CC=C(C=C2)OCCN(C)C)C3=CC=CC=C3.C(C(=O)O)C(CC(=O)O)(C(=O)O)O. Cell line: MDA-MB-435. Synergy scores: CSS=85.4, Synergy_ZIP=15.0, Synergy_Bliss=14.6, Synergy_Loewe=-13.7, Synergy_HSA=13.5. (3) Drug 1: CC1CCCC2(C(O2)CC(NC(=O)CC(C(C(=O)C(C1O)C)(C)C)O)C(=CC3=CSC(=N3)C)C)C. Drug 2: CC1C(C(CC(O1)OC2CC(CC3=C2C(=C4C(=C3O)C(=O)C5=CC=CC=C5C4=O)O)(C(=O)C)O)N)O. Cell line: MDA-MB-231. Synergy scores: CSS=43.5, Synergy_ZIP=-3.61, Synergy_Bliss=-3.02, Synergy_Loewe=0.220, Synergy_HSA=0.368. (4) Drug 1: CC12CCC3C(C1CCC2=O)CC(=C)C4=CC(=O)C=CC34C. Drug 2: CN(CCCl)CCCl.Cl. Cell line: HOP-92. Synergy scores: CSS=21.9, Synergy_ZIP=-5.01, Synergy_Bliss=-4.01, Synergy_Loewe=-10.3, Synergy_HSA=-2.98. (5) Drug 1: CCC1(CC2CC(C3=C(CCN(C2)C1)C4=CC=CC=C4N3)(C5=C(C=C6C(=C5)C78CCN9C7C(C=CC9)(C(C(C8N6C)(C(=O)OC)O)OC(=O)C)CC)OC)C(=O)OC)O. Drug 2: CCC1=C2N=C(C=C(N2N=C1)NCC3=C[N+](=CC=C3)[O-])N4CCCCC4CCO. Cell line: HCT116. Synergy scores: CSS=57.3, Synergy_ZIP=-2.91, Synergy_Bliss=-7.63, Synergy_Loewe=-9.15, Synergy_HSA=-4.33.